Dataset: Reaction yield outcomes from USPTO patents with 853,638 reactions. Task: Predict the reaction yield, written as a fraction of the theoretical maximum amount of product (1.0 means a 100% yield; for example, 0.34 means a 34% yield). (1) No catalyst specified. The yield is 0.0800. The reactants are Cl[C:2]1[C:11]2[C:6](=[CH:7][C:8]([O:14][CH3:15])=[C:9]([O:12][CH3:13])[CH:10]=2)[N:5]=[CH:4][CH:3]=1.[OH:16][C:17]1[CH:30]=[CH:29][C:28]([O:31][CH3:32])=[CH:27][C:18]=1[C:19]([C:21]1[CH:26]=[CH:25][CH:24]=[CH:23][CH:22]=1)=[O:20]. The product is [CH3:13][O:12][C:9]1[CH:10]=[C:11]2[C:6](=[CH:7][C:8]=1[O:14][CH3:15])[N:5]=[CH:4][CH:3]=[C:2]2[O:16][C:17]1[CH:30]=[CH:29][C:28]([O:31][CH3:32])=[CH:27][C:18]=1[C:19]([C:21]1[CH:22]=[CH:23][CH:24]=[CH:25][CH:26]=1)=[O:20]. (2) The reactants are [F:1][C:2]1[CH:3]=[C:4]([C:10]2[N:11]=[C:12]([CH3:20])[C:13]3[CH2:18][C:17](=[O:19])[NH:16][C:14]=3[N:15]=2)[CH:5]=[CH:6][C:7]=1[O:8][CH3:9].[CH2:21]([O:28][C:29]1[CH:34]=[CH:33][CH:32]=[C:31](I)[CH:30]=1)[C:22]1[CH:27]=[CH:26][CH:25]=[CH:24][CH:23]=1.[F-].[Cs+].NC1CCCCC1N. The catalyst is O1CCOCC1.[Cu]I. The product is [CH2:21]([O:28][C:29]1[CH:30]=[C:31]([N:16]2[C:14]3[N:15]=[C:10]([C:4]4[CH:5]=[CH:6][C:7]([O:8][CH3:9])=[C:2]([F:1])[CH:3]=4)[N:11]=[C:12]([CH3:20])[C:13]=3[CH2:18][C:17]2=[O:19])[CH:32]=[CH:33][CH:34]=1)[C:22]1[CH:27]=[CH:26][CH:25]=[CH:24][CH:23]=1. The yield is 0.740. (3) The reactants are [NH2:1][C@H:2]([C:5]1[CH:10]=[CH:9][C:8]([OH:11])=[CH:7][C:6]=1[O:12][CH3:13])[CH2:3][OH:4].[CH2:14]([O:21][C:22](Cl)=[O:23])[C:15]1[CH:20]=[CH:19][CH:18]=[CH:17][CH:16]=1.C([O-])(O)=O.[Na+].CO. The catalyst is C1COCC1.O.C(Cl)Cl. The product is [CH2:14]([O:21][C:22](=[O:23])[NH:1][C@H:2]([C:5]1[CH:10]=[CH:9][C:8]([OH:11])=[CH:7][C:6]=1[O:12][CH3:13])[CH2:3][OH:4])[C:15]1[CH:20]=[CH:19][CH:18]=[CH:17][CH:16]=1. The yield is 0.790. (4) The reactants are [ClH:1].C([N:15]1[CH2:18][C:17]([CH:20]2[CH2:22][CH2:21]2)([F:19])[CH2:16]1)(C1C=CC=CC=1)C1C=CC=CC=1. The catalyst is [Pd].C(O)C. The product is [ClH:1].[CH:20]1([C:17]2([F:19])[CH2:18][NH:15][CH2:16]2)[CH2:22][CH2:21]1. The yield is 0.930. (5) The reactants are C(C1C(=O)C(Cl)=C(Cl)C(=O)C=1C#N)#N.[F:15][C:16]1[CH:17]=[C:18]2[C:23](=[CH:24][CH:25]=1)[NH:22][C:21](=[O:26])[CH2:20][CH2:19]2. The catalyst is O1CCOCC1. The product is [F:15][C:16]1[CH:17]=[C:18]2[C:23](=[CH:24][CH:25]=1)[NH:22][C:21](=[O:26])[CH:20]=[CH:19]2. The yield is 0.310. (6) The yield is 0.642. The reactants are [CH2:1]([O:3][C:4]1[CH:9]=[CH:8][C:7]([S:10]([N:13]([CH2:21][C:22]2[CH:30]=[CH:29][C:25]([C:26]([OH:28])=O)=[CH:24][CH:23]=2)[CH2:14][C:15]2[CH:20]=[CH:19][CH:18]=[CH:17][N:16]=2)(=[O:12])=[O:11])=[CH:6][CH:5]=1)[CH3:2].[C:31]([O:35][C:36]([N:38]1[CH2:43][CH:42]2[CH:40]([CH:41]2[NH2:44])[CH2:39]1)=[O:37])([CH3:34])([CH3:33])[CH3:32].Cl.CN(C)CCCN=C=NCC.ON1C2C=CC=CC=2N=N1.CN1CCOCC1. The product is [C:31]([O:35][C:36]([N:38]1[CH2:39][CH:40]2[CH:42]([CH:41]2[NH:44][C:26](=[O:28])[C:25]2[CH:29]=[CH:30][C:22]([CH2:21][N:13]([S:10]([C:7]3[CH:8]=[CH:9][C:4]([O:3][CH2:1][CH3:2])=[CH:5][CH:6]=3)(=[O:12])=[O:11])[CH2:14][C:15]3[CH:20]=[CH:19][CH:18]=[CH:17][N:16]=3)=[CH:23][CH:24]=2)[CH2:43]1)=[O:37])([CH3:34])([CH3:32])[CH3:33]. The catalyst is CN(C=O)C.O. (7) The reactants are [Cl:1][C:2]1[CH:7]=[CH:6][C:5]([C:8]2([C:12]3[C:21]4[C:16](=[CH:17][CH:18]=[C:19]([O:22][CH2:23][CH2:24][NH2:25])[CH:20]=4)[CH2:15][CH2:14][N:13]=3)[CH2:11][CH2:10][CH2:9]2)=[CH:4][CH:3]=1.[Cl:26][C:27]1[CH:35]=[C:34]([Cl:36])[CH:33]=[CH:32][C:28]=1[C:29](Cl)=[O:30].C(N(CC)CC)C.O. The catalyst is ClCCl. The product is [Cl:26][C:27]1[CH:35]=[C:34]([Cl:36])[CH:33]=[CH:32][C:28]=1[C:29]([NH:25][CH2:24][CH2:23][O:22][C:19]1[CH:20]=[C:21]2[C:16]([CH2:15][CH2:14][N:13]=[C:12]2[C:8]2([C:5]3[CH:6]=[CH:7][C:2]([Cl:1])=[CH:3][CH:4]=3)[CH2:11][CH2:10][CH2:9]2)=[CH:17][CH:18]=1)=[O:30]. The yield is 0.840. (8) The reactants are [CH3:1][C@H:2]1[CH2:11][C:9](=[O:10])[C:5](=[C:6]([CH3:8])[CH3:7])[CH2:4][CH2:3]1.C([O-])(O)=[O:13].[Na+].Cl.[CH3:18][CH2:19]OCC. The catalyst is BrBr.CC[O-].[Na+].O. The product is [CH3:1][C@@H:2]1[CH2:3][CH2:4][C:5](=[C:6]([CH3:7])[CH3:8])[CH:11]1[C:9]([O:10][CH2:18][CH3:19])=[O:13]. The yield is 0.640. (9) The reactants are [CH3:13][C:12]([O:11][C:9](O[C:9]([O:11][C:12]([CH3:15])([CH3:14])[CH3:13])=[O:10])=[O:10])([CH3:15])[CH3:14].[Br:16][C:17]1[CH:22]=[CH:21][C:20]([C@@H:23]2[CH2:25][C@H:24]2[NH2:26])=[CH:19][CH:18]=1.CCN(CC)CC. The catalyst is C1COCC1. The product is [Br:16][C:17]1[CH:18]=[CH:19][C:20]([C@@H:23]2[CH2:25][C@H:24]2[NH:26][C:9](=[O:10])[O:11][C:12]([CH3:13])([CH3:14])[CH3:15])=[CH:21][CH:22]=1. The yield is 0.850. (10) The reactants are [CH2:1]([O:3][C:4](=[O:28])[CH2:5][O:6][C:7]1[CH:12]=[CH:11][C:10]([CH2:13][CH2:14][CH2:15][CH2:16][NH:17]C(OCC2C=CC=CC=2)=O)=[CH:9][CH:8]=1)[CH3:2].[H][H]. The catalyst is [Pd].CO. The product is [CH2:1]([O:3][C:4](=[O:28])[CH2:5][O:6][C:7]1[CH:12]=[CH:11][C:10]([CH2:13][CH2:14][CH2:15][CH2:16][NH2:17])=[CH:9][CH:8]=1)[CH3:2]. The yield is 0.880.